This data is from Forward reaction prediction with 1.9M reactions from USPTO patents (1976-2016). The task is: Predict the product of the given reaction. (1) The product is: [NH2:3][C@@H:6]1[CH2:11][CH2:10][N:9]([C:12]([O:14][CH2:15][C:16]2[CH:17]=[CH:18][CH:19]=[CH:20][CH:21]=2)=[O:13])[CH2:8][C@H:7]1[O:22][S:23]([C:26]1[CH:27]=[CH:28][C:29]([CH3:30])=[CH:31][CH:32]=1)(=[O:25])=[O:24].[NH2:33][C@H:36]1[C@H:41]([O:42][S:43]([C:46]2[CH:47]=[CH:48][C:49]([CH3:50])=[CH:51][CH:52]=2)(=[O:44])=[O:45])[CH2:40][CH2:39][N:38]([C:53]([O:55][CH2:56][C:57]2[CH:58]=[CH:59][CH:60]=[CH:61][CH:62]=2)=[O:54])[CH2:37]1. Given the reactants [BH4-].[Na+].[N:3]([C@@H:6]1[CH2:11][CH2:10][N:9]([C:12]([O:14][CH2:15][C:16]2[CH:21]=[CH:20][CH:19]=[CH:18][CH:17]=2)=[O:13])[CH2:8][C@H:7]1[O:22][S:23]([C:26]1[CH:32]=[CH:31][C:29]([CH3:30])=[CH:28][CH:27]=1)(=[O:25])=[O:24])=[N+]=[N-].[N:33]([C@H:36]1[C@H:41]([O:42][S:43]([C:46]2[CH:52]=[CH:51][C:49]([CH3:50])=[CH:48][CH:47]=2)(=[O:45])=[O:44])[CH2:40][CH2:39][N:38]([C:53]([O:55][CH2:56][C:57]2[CH:62]=[CH:61][CH:60]=[CH:59][CH:58]=2)=[O:54])[CH2:37]1)=[N+]=[N-], predict the reaction product. (2) Given the reactants Br[CH2:2][CH2:3][CH2:4][CH2:5][CH2:6][C:7]1[C:13]2[CH:14]=[CH:15][C:16]([OH:18])=[CH:17][C:12]=2[CH2:11][CH2:10][CH2:9][C:8]=1[C:19]1[CH:24]=[CH:23][CH:22]=[CH:21][CH:20]=1.[F:25][C:26]([F:40])([C:36]([F:39])([F:38])[F:37])[CH2:27][CH2:28][CH2:29][S:30]([CH2:32][CH2:33][CH2:34][NH2:35])=[O:31], predict the reaction product. The product is: [F:40][C:26]([F:25])([C:36]([F:37])([F:38])[F:39])[CH2:27][CH2:28][CH2:29][S:30]([CH2:32][CH2:33][CH2:34][NH:35][CH2:2][CH2:3][CH2:4][CH2:5][CH2:6][C:7]1[C:13]2[CH:14]=[CH:15][C:16]([OH:18])=[CH:17][C:12]=2[CH2:11][CH2:10][CH2:9][C:8]=1[C:19]1[CH:24]=[CH:23][CH:22]=[CH:21][CH:20]=1)=[O:31]. (3) Given the reactants [CH2:1]([O:5][C:6]1[CH:7]=[C:8](/[CH:13]=[C:14](\[O:19][CH2:20][CH3:21])/[C:15]([O:17][CH3:18])=[O:16])[CH:9]=[CH:10][C:11]=1I)[CH2:2][CH2:3][CH3:4].[CH3:22][NH:23][C:24]1[CH:29]=[CH:28][CH:27]=[C:26](B2OC(C)(C)C(C)(C)O2)[CH:25]=1.P([O-])([O-])([O-])=O.[K+].[K+].[K+].O, predict the reaction product. The product is: [CH2:1]([O:5][C:6]1[CH:7]=[C:8](/[CH:13]=[C:14](\[O:19][CH2:20][CH3:21])/[C:15]([O:17][CH3:18])=[O:16])[CH:9]=[CH:10][C:11]=1[C:26]1[CH:27]=[CH:28][CH:29]=[C:24]([NH:23][CH3:22])[CH:25]=1)[CH2:2][CH2:3][CH3:4]. (4) Given the reactants I[C:2]1[C:10]2[C:5](=[N:6][CH:7]=[C:8]([C:11]3[CH:12]=[CH:13][C:14]([N:19]4[CH2:24][CH2:23][N:22]([C:25]([O:27][C:28]([CH3:31])([CH3:30])[CH3:29])=[O:26])[CH2:21][CH2:20]4)=[N:15][C:16]=3[O:17][CH3:18])[CH:9]=2)[N:4]([S:32]([C:35]2[CH:41]=[CH:40][C:38]([CH3:39])=[CH:37][CH:36]=2)(=[O:34])=[O:33])[CH:3]=1.[F:42][C:43]1[CH:44]=[C:45]([CH:61]=[CH:62][CH:63]=1)[CH2:46][N:47]1[CH:51]=[C:50](B2OC(C)(C)C(C)(C)O2)[CH:49]=[N:48]1.C(=O)([O-])[O-].[Na+].[Na+], predict the reaction product. The product is: [F:42][C:43]1[CH:44]=[C:45]([CH:61]=[CH:62][CH:63]=1)[CH2:46][N:47]1[CH:51]=[C:50]([C:2]2[C:10]3[C:5](=[N:6][CH:7]=[C:8]([C:11]4[CH:12]=[CH:13][C:14]([N:19]5[CH2:24][CH2:23][N:22]([C:25]([O:27][C:28]([CH3:31])([CH3:30])[CH3:29])=[O:26])[CH2:21][CH2:20]5)=[N:15][C:16]=4[O:17][CH3:18])[CH:9]=3)[N:4]([S:32]([C:35]3[CH:41]=[CH:40][C:38]([CH3:39])=[CH:37][CH:36]=3)(=[O:34])=[O:33])[CH:3]=2)[CH:49]=[N:48]1.